Dataset: NCI-60 drug combinations with 297,098 pairs across 59 cell lines. Task: Regression. Given two drug SMILES strings and cell line genomic features, predict the synergy score measuring deviation from expected non-interaction effect. (1) Drug 1: C1=NC2=C(N=C(N=C2N1C3C(C(C(O3)CO)O)F)Cl)N. Drug 2: C1CC(=O)NC(=O)C1N2C(=O)C3=CC=CC=C3C2=O. Cell line: SK-OV-3. Synergy scores: CSS=11.9, Synergy_ZIP=-1.63, Synergy_Bliss=2.16, Synergy_Loewe=-12.2, Synergy_HSA=-1.67. (2) Drug 1: CN1C2=C(C=C(C=C2)N(CCCl)CCCl)N=C1CCCC(=O)O.Cl. Drug 2: CC(C)CN1C=NC2=C1C3=CC=CC=C3N=C2N. Cell line: HCT-15. Synergy scores: CSS=6.40, Synergy_ZIP=4.53, Synergy_Bliss=5.98, Synergy_Loewe=8.23, Synergy_HSA=3.85. (3) Drug 2: CN(C(=O)NC(C=O)C(C(C(CO)O)O)O)N=O. Drug 1: CC1=C(C=C(C=C1)C(=O)NC2=CC(=CC(=C2)C(F)(F)F)N3C=C(N=C3)C)NC4=NC=CC(=N4)C5=CN=CC=C5. Cell line: LOX IMVI. Synergy scores: CSS=-2.47, Synergy_ZIP=1.54, Synergy_Bliss=1.21, Synergy_Loewe=-6.50, Synergy_HSA=-3.73. (4) Drug 1: CCN(CC)CCNC(=O)C1=C(NC(=C1C)C=C2C3=C(C=CC(=C3)F)NC2=O)C. Drug 2: N.N.Cl[Pt+2]Cl. Cell line: NCIH23. Synergy scores: CSS=45.6, Synergy_ZIP=0.466, Synergy_Bliss=0.980, Synergy_Loewe=-3.55, Synergy_HSA=0.401.